Dataset: Reaction yield outcomes from USPTO patents with 853,638 reactions. Task: Predict the reaction yield, written as a fraction of the theoretical maximum amount of product (1.0 means a 100% yield; for example, 0.34 means a 34% yield). (1) The reactants are [Br:1][C:2]1[CH:7]=[CH:6][C:5]([O:8][C:9]2[CH:14]=[CH:13][CH:12]=[CH:11][C:10]=2[C:15]([CH3:18])([CH3:17])[CH3:16])=[C:4]([N+:19]([O-])=O)[CH:3]=1.[Cl-].[NH4+].O. The catalyst is C(O)C.C(Cl)(Cl)Cl.[Zn]. The product is [Br:1][C:2]1[CH:7]=[CH:6][C:5]([O:8][C:9]2[CH:14]=[CH:13][CH:12]=[CH:11][C:10]=2[C:15]([CH3:18])([CH3:17])[CH3:16])=[C:4]([CH:3]=1)[NH2:19]. The yield is 0.990. (2) The reactants are [NH2:1][C:2]1[CH:6]=[CH:5][S:4][C:3]=1[C:7]([O:9][CH3:10])=[O:8].[N:11]([O-])=O.[Na+].[F:15][P-:16]([F:21])([F:20])([F:19])([F:18])[F:17].[H+]. The catalyst is Cl. The product is [F:15][P-:16]([F:21])([F:20])([F:19])([F:18])[F:17].[CH3:10][O:9][C:7]([C:3]1[S:4][CH:5]=[CH:6][C:2]=1[N+:1]#[N:11])=[O:8]. The yield is 0.850. (3) The reactants are [CH2:1]([C:3]1[N:11]=[C:10]([O:12][CH3:13])[C:9]([NH:14][C:15]([N:17]2[CH2:22][CH2:21][N:20]([C:23]3[CH:28]=[C:27]([CH3:29])[CH:26]=[C:25]([CH3:30])[CH:24]=3)[CH2:19][CH2:18]2)=[O:16])=[CH:8][C:4]=1[C:5](O)=[O:6])[CH3:2].[CH:31]1[C:44]2[C:35](=[N:36][C:37]3[C:42]([C:43]=2[NH:45][C:46]2[CH:47]=[C:48]([NH:54][C:55](=[O:59])[CH:56]([NH2:58])[CH3:57])[CH:49]=[C:50]([CH2:52][OH:53])[CH:51]=2)=[CH:41][CH:40]=[CH:39][CH:38]=3)[CH:34]=[CH:33][CH:32]=1. No catalyst specified. The product is [CH:41]1[C:42]2[C:37](=[N:36][C:35]3[C:44]([C:43]=2[NH:45][C:46]2[CH:47]=[C:48]([NH:54][C:55]([CH:56]([NH:58][C:5]([C:4]4[CH:8]=[C:9]([NH:14][C:15]([N:17]5[CH2:18][CH2:19][N:20]([C:23]6[CH:28]=[C:27]([CH3:29])[CH:26]=[C:25]([CH3:30])[CH:24]=6)[CH2:21][CH2:22]5)=[O:16])[C:10]([O:12][CH3:13])=[N:11][C:3]=4[CH2:1][CH3:2])=[O:6])[CH3:57])=[O:59])[CH:49]=[C:50]([CH2:52][OH:53])[CH:51]=2)=[CH:31][CH:32]=[CH:33][CH:34]=3)[CH:38]=[CH:39][CH:40]=1. The yield is 0.523. (4) The reactants are [F:1][C:2]([F:11])([F:10])[C:3]([NH:5][CH2:6][C:7]([OH:9])=[O:8])=[O:4].[OH-].[K+].[C:14](OC=C)(=O)[CH3:15]. The catalyst is CC([O-])=O.CC([O-])=O.[Pd+2]. The product is [F:1][C:2]([F:10])([F:11])[C:3]([NH:5][CH2:6][C:7]([O:9][CH:14]=[CH2:15])=[O:8])=[O:4]. The yield is 0.250. (5) The reactants are [CH3:1][C:2]1[NH:6][C:5]2[C:7]([C:17]([O:19][CH3:20])=[O:18])=[CH:8][C:9]([N:11]3[CH2:16][CH2:15][O:14][CH2:13][CH2:12]3)=[CH:10][C:4]=2[N:3]=1.C([O-])([O-])=O.[K+].[K+].Br[CH2:28][C:29]1[CH:34]=[CH:33][CH:32]=[C:31]([CH3:35])[C:30]=1[F:36].O. The catalyst is CN(C=O)C. The product is [F:36][C:30]1[C:31]([CH3:35])=[CH:32][CH:33]=[CH:34][C:29]=1[CH2:28][N:3]1[C:4]2[CH:10]=[C:9]([N:11]3[CH2:12][CH2:13][O:14][CH2:15][CH2:16]3)[CH:8]=[C:7]([C:17]([O:19][CH3:20])=[O:18])[C:5]=2[N:6]=[C:2]1[CH3:1]. The yield is 0.480. (6) The reactants are Cl.[NH2:2][CH:3]([C@H:9]([CH2:17]C)[CH2:10][CH:11]([CH3:16])[CH2:12][CH2:13][CH:14]=[CH2:15])[C:4]([O:6][CH2:7][CH3:8])=[O:5].C(N(CC)C(C)C)(C)C.[CH3:28][C:29]([O:32][C:33](O[C:33]([O:32][C:29]([CH3:31])([CH3:30])[CH3:28])=[O:34])=[O:34])([CH3:31])[CH3:30]. The catalyst is C(Cl)Cl. The product is [C:29]([O:32][C:33]([NH:2][CH:3]([C@H:9]([CH3:17])[CH2:10][CH:11]([CH3:16])[CH2:12][CH2:13][CH:14]=[CH2:15])[C:4]([O:6][CH2:7][CH3:8])=[O:5])=[O:34])([CH3:31])([CH3:30])[CH3:28]. The yield is 0.625. (7) The reactants are C([O:3][C:4]([C:6]1[CH:7]=[N:8][N:9]2[CH:14]=[C:13]([B:15]([OH:17])[OH:16])[CH:12]=[N:11][C:10]=12)=[O:5])C.[Li+].[OH-].Cl. No catalyst specified. The product is [OH:17][B:15]([OH:16])[C:13]1[CH:12]=[N:11][C:10]2[N:9]([N:8]=[CH:7][C:6]=2[C:4]([OH:5])=[O:3])[CH:14]=1. The yield is 0.830. (8) The reactants are [Cl:1][C:2]1[CH:7]=[CH:6][C:5]([C:8]2[S:16][C:15]3[C:14](=[O:17])[N:13]([C:18]4[CH:23]=[CH:22][C:21]([OH:24])=[C:20]([O:25][CH3:26])[CH:19]=4)[CH:12]=[N:11][C:10]=3[CH:9]=2)=[CH:4][CH:3]=1.Cl[CH2:28][CH2:29][N:30]([CH2:38][CH3:39])[C:31]1[CH:36]=[CH:35][CH:34]=[C:33]([CH3:37])[CH:32]=1.C(=O)([O-])[O-].[Cs+].[Cs+].O.C(O)C. The catalyst is CN(C=O)C. The product is [Cl:1][C:2]1[CH:3]=[CH:4][C:5]([C:8]2[S:16][C:15]3[C:14](=[O:17])[N:13]([C:18]4[CH:23]=[CH:22][C:21]([O:24][CH2:28][CH2:29][N:30]([CH2:38][CH3:39])[C:31]5[CH:36]=[CH:35][CH:34]=[C:33]([CH3:37])[CH:32]=5)=[C:20]([O:25][CH3:26])[CH:19]=4)[CH:12]=[N:11][C:10]=3[CH:9]=2)=[CH:6][CH:7]=1. The yield is 0.420. (9) The reactants are Br[C:2]1[C:3]([C:14]2[CH:19]=[CH:18][C:17]([CH3:20])=[CH:16][CH:15]=2)=[C:4]([CH3:13])[C:5]2[O:9][C:8]([CH3:11])([CH3:10])[CH2:7][C:6]=2[CH:12]=1.[CH3:21][C:22]1[CH:27]=[CH:26][C:25]([N:28]2[CH2:33][CH2:32][NH:31][CH2:30][CH2:29]2)=[CH:24][CH:23]=1.CC1(C)C2C(=C(P(C3C=CC=CC=3)C3C=CC=CC=3)C=CC=2)OC2C(P(C3C=CC=CC=3)C3C=CC=CC=3)=CC=CC1=2.CC(C)([O-])C.[Na+]. The catalyst is C1C=CC(/C=C/C(/C=C/C2C=CC=CC=2)=O)=CC=1.C1C=CC(/C=C/C(/C=C/C2C=CC=CC=2)=O)=CC=1.C1C=CC(/C=C/C(/C=C/C2C=CC=CC=2)=O)=CC=1.[Pd].[Pd].C1(C)C=CC=CC=1. The product is [CH3:10][C:8]1([CH3:11])[CH2:7][C:6]2[CH:12]=[C:2]([N:31]3[CH2:32][CH2:33][N:28]([C:25]4[CH:26]=[CH:27][C:22]([CH3:21])=[CH:23][CH:24]=4)[CH2:29][CH2:30]3)[C:3]([C:14]3[CH:19]=[CH:18][C:17]([CH3:20])=[CH:16][CH:15]=3)=[C:4]([CH3:13])[C:5]=2[O:9]1. The yield is 0.0300. (10) The reactants are [NH2:1][C:2]1[C:3]([F:25])=[CH:4][C:5]([Cl:24])=[C:6]([CH:23]=1)[O:7][C:8]1[CH:9]=[CH:10][C:11]2[N:12]([CH:14]=[C:15]([NH:17][C:18]([CH:20]3[CH2:22][CH2:21]3)=[O:19])[N:16]=2)[N:13]=1.[CH3:26][N:27]1[C:31]([C:32](Cl)=[O:33])=[CH:30][C:29]([CH3:35])=[N:28]1. The catalyst is CN(C)C(=O)C. The product is [Cl:24][C:5]1[C:6]([O:7][C:8]2[CH:9]=[CH:10][C:11]3[N:12]([CH:14]=[C:15]([NH:17][C:18]([CH:20]4[CH2:21][CH2:22]4)=[O:19])[N:16]=3)[N:13]=2)=[CH:23][C:2]([NH:1][C:32]([C:31]2[N:27]([CH3:26])[N:28]=[C:29]([CH3:35])[CH:30]=2)=[O:33])=[C:3]([F:25])[CH:4]=1. The yield is 0.400.